This data is from Catalyst prediction with 721,799 reactions and 888 catalyst types from USPTO. The task is: Predict which catalyst facilitates the given reaction. (1) Reactant: [CH2:1]([N:4]([C:8]([CH3:11])([CH3:10])[CH3:9])[C:5](=[O:7])[O-:6])[CH:2]=[CH2:3].Br[C:13]1[CH:14]=[C:15]2[C@@H:22]([NH2:23])[CH2:21][C:20]3([CH2:26][CH2:25][CH2:24]3)[O:19][C:16]2=[N:17][CH:18]=1.C([Li])(C)(C)C.[CH:32](=[O:37])[C:33]([CH3:36])([CH3:35])[CH3:34]. Product: [CH2:1]([N:4]([C:8]([CH3:11])([CH3:10])[CH3:9])[C:5](=[O:6])[O-:7])[CH:2]=[CH2:3].[OH:37][CH:32]([C:13]1[CH:14]=[C:15]2[C@@H:22]([NH2:23])[CH2:21][C:20]3([CH2:26][CH2:25][CH2:24]3)[O:19][C:16]2=[N:17][CH:18]=1)[C:33]([CH3:36])([CH3:35])[CH3:34]. The catalyst class is: 28. (2) The catalyst class is: 69. Reactant: [OH-].[Na+].[CH2:3]([O:5]CC)[CH3:4].Cl.[NH2:9][C@@H:10]([CH2:13][CH2:14][C:15]([N:17]1[CH2:22][CH2:21][C:20](=[C:23]2[C:29]3[CH:30]=[CH:31][CH:32]=[CH:33][C:28]=3[CH:27]=[CH:26][C:25]3[CH:34]=[CH:35][CH:36]=[CH:37][C:24]2=3)[CH2:19][CH2:18]1)=[O:16])[CH2:11][OH:12].C(Cl)(=O)C. Product: [CH:33]1[C:28]2[CH:27]=[CH:26][C:25]3[CH:34]=[CH:35][CH:36]=[CH:37][C:24]=3[C:23](=[C:20]3[CH2:19][CH2:18][N:17]([C:15](=[O:16])[CH2:14][CH2:13][C@H:10]([NH:9][C:3](=[O:5])[CH3:4])[CH2:11][OH:12])[CH2:22][CH2:21]3)[C:29]=2[CH:30]=[CH:31][CH:32]=1. (3) Reactant: [CH3:1][C:2]1[CH:3]=[N:4][NH:5][CH:6]=1.Br[C:8]1[CH:9]=[N:10][C:11]([NH2:14])=[N:12][CH:13]=1.CNC1CCCCC1NC.C(=O)([O-])[O-].[K+].[K+]. Product: [CH3:1][C:2]1[CH:3]=[N:4][N:5]([C:8]2[CH:9]=[N:10][C:11]([NH2:14])=[N:12][CH:13]=2)[CH:6]=1. The catalyst class is: 590. (4) Reactant: [N+:1]([O-:4])(O)=[O:2].[Br:5][C:6]1[CH:7]=[C:8]([CH:11]=[CH:12][C:13]=1[F:14])[CH:9]=[O:10]. Product: [Br:5][C:6]1[C:13]([F:14])=[CH:12][C:11]([N+:1]([O-:4])=[O:2])=[C:8]([CH:7]=1)[CH:9]=[O:10]. The catalyst class is: 65. (5) Reactant: C[O:2][C:3](=[O:30])[C:4]1[CH:9]=[CH:8][N:7]=[CH:6][C:5]=1[C:10](=[O:29])[NH:11][C:12]1[S:20][C:15]2[CH2:16][O:17][CH2:18][CH2:19][C:14]=2[C:13]=1[C:21]1[O:25][N:24]=[C:23]([CH:26]2[CH2:28][CH2:27]2)[N:22]=1.O.[Li+].[OH-]. Product: [CH:26]1([C:23]2[N:22]=[C:21]([C:13]3[C:14]4[CH2:19][CH2:18][O:17][CH2:16][C:15]=4[S:20][C:12]=3[NH:11][C:10]([C:5]3[CH:6]=[N:7][CH:8]=[CH:9][C:4]=3[C:3]([OH:30])=[O:2])=[O:29])[O:25][N:24]=2)[CH2:28][CH2:27]1. The catalyst class is: 1. (6) Reactant: [CH2:1]([O:3][C:4]1[CH:13]=[C:12]2[C:7]([CH:8]=[C:9]([CH2:14]O)[CH:10]=[N:11]2)=[CH:6][CH:5]=1)[CH3:2].O=S(Cl)[Cl:18]. Product: [ClH:18].[Cl:18][CH2:14][C:9]1[CH:10]=[N:11][C:12]2[C:7]([CH:8]=1)=[CH:6][CH:5]=[C:4]([O:3][CH2:1][CH3:2])[CH:13]=2. The catalyst class is: 2. (7) Reactant: COC(C1N=C2N(CC(N3CC(C)CC(C)C3)=O)C=C(CSC)N2C(=O)C=1O)=O.[Cl:30][C:31]1[CH:32]=[C:33]([CH:38]=[CH:39][CH:40]=1)[C:34]([O:36]O)=[O:35]. Product: [Cl:30][C:31]1[CH:32]=[C:33]([CH:38]=[CH:39][CH:40]=1)[C:34]([OH:36])=[O:35]. The catalyst class is: 4. (8) The catalyst class is: 9. Product: [CH3:10][O:11][CH:12]1[CH2:17][CH2:16][N:15]([C:2]2[N:7]=[C:6]([NH2:8])[CH:5]=[CH:4][N:3]=2)[CH2:14][CH2:13]1. Reactant: Cl[C:2]1[N:7]=[C:6]([NH2:8])[CH:5]=[CH:4][N:3]=1.Cl.[CH3:10][O:11][CH:12]1[CH2:17][CH2:16][NH:15][CH2:14][CH2:13]1.C(=O)([O-])[O-].[Cs+].[Cs+]. (9) Reactant: [NH2:1][C:2]1[N:7]=[C:6]([C:8]2[CH:16]=[C:15]3[C:11]([C:12]([NH:17]C(=O)C)=[N:13][NH:14]3)=[CH:10][CH:9]=2)[CH:5]=[C:4]([N:21]2[CH2:26][CH2:25][O:24][CH2:23][CH2:22]2)[N:3]=1.[ClH:27]. Product: [ClH:27].[NH2:1][C:2]1[N:7]=[C:6]([C:8]2[CH:16]=[C:15]3[C:11]([C:12]([NH2:17])=[N:13][NH:14]3)=[CH:10][CH:9]=2)[CH:5]=[C:4]([N:21]2[CH2:22][CH2:23][O:24][CH2:25][CH2:26]2)[N:3]=1. The catalyst class is: 5. (10) Reactant: [Br:1][C:2]1[CH:3]=[CH:4][C:5]([OH:16])=[C:6]([C:8]([C:10]2[CH:15]=[CH:14][CH:13]=[CH:12][CH:11]=2)=[O:9])[CH:7]=1.[CH3:17][O:18][C:19](=[O:39])[CH2:20][CH2:21][C:22]1[CH:27]=[CH:26][C:25]([O:28][CH2:29][CH2:30][CH:31](OS(C)(=O)=O)[CH3:32])=[CH:24][C:23]=1[CH3:38].C([O-])([O-])=O.[Cs+].[Cs+].Cl. Product: [CH3:17][O:18][C:19](=[O:39])[CH2:20][CH2:21][C:22]1[CH:27]=[CH:26][C:25]([O:28][CH2:29][CH2:30][CH:31]([O:16][C:5]2[CH:4]=[CH:3][C:2]([Br:1])=[CH:7][C:6]=2[C:8](=[O:9])[C:10]2[CH:15]=[CH:14][CH:13]=[CH:12][CH:11]=2)[CH3:32])=[CH:24][C:23]=1[CH3:38]. The catalyst class is: 18.